From a dataset of Full USPTO retrosynthesis dataset with 1.9M reactions from patents (1976-2016). Predict the reactants needed to synthesize the given product. (1) The reactants are: [NH:1]1[C:5]([CH2:6][C:7](O)=O)=[N:4][N:3]=[N:2]1.[NH2:10][C:11]1[C:12](=[O:33])[N:13]([CH2:30][CH2:31][CH3:32])[C:14](=[O:29])[N:15]([CH2:18][CH2:19][C:20]2[CH:25]=[CH:24][C:23]([N+:26]([O-:28])=[O:27])=[CH:22][CH:21]=2)[C:16]=1[NH2:17]. Given the product [N+:26]([C:23]1[CH:24]=[CH:25][C:20]([CH2:19][CH2:18][N:15]2[C:16]3[N:17]=[C:7]([CH2:6][C:5]4[NH:1][N:2]=[N:3][N:4]=4)[NH:10][C:11]=3[C:12](=[O:33])[N:13]([CH2:30][CH2:31][CH3:32])[C:14]2=[O:29])=[CH:21][CH:22]=1)([O-:28])=[O:27], predict the reactants needed to synthesize it. (2) Given the product [NH2:63][C:9]1[C:8]2[N:18]=[C:5]([CH2:4][O:3][CH2:1][CH3:2])[N:6]([CH2:19][C:20]([OH:23])([CH3:22])[CH3:21])[C:7]=2[C:16]2[CH:15]=[CH:14][C:13]([O:17][CH2:36][CH2:34][NH:35][C:45](=[O:52])[O:43][C:41]([CH3:44])([CH3:42])[CH3:40])=[CH:12][C:11]=2[N:10]=1, predict the reactants needed to synthesize it. The reactants are: [CH2:1]([O:3][CH2:4][C:5]1[N:6]([CH2:19][C:20]([OH:23])([CH3:22])[CH3:21])[C:7]2[C:16]3[CH:15]=[CH:14][C:13]([OH:17])=[CH:12][C:11]=3[N:10]=[CH:9][C:8]=2[N:18]=1)[CH3:2].C(OC1C=[C:34]([CH:36]=CC=1)[NH2:35])C1C=CC=CC=1.N[CH2:40][C:41]([CH3:44])([OH:43])[CH3:42].[CH2:45]([O:52]NC1C=CC=CC=1)C1C=CC=CC=1.C([NH2:63])CC. (3) Given the product [CH3:1][C:2]1[CH:8]=[CH:7][CH:6]=[C:5]([CH3:9])[C:3]=1[NH:4][C:12](=[O:13])[CH2:11][Cl:10], predict the reactants needed to synthesize it. The reactants are: [CH3:1][C:2]1[CH:8]=[CH:7][CH:6]=[C:5]([CH3:9])[C:3]=1[NH2:4].[Cl:10][CH2:11][C:12](Cl)=[O:13].